This data is from Catalyst prediction with 721,799 reactions and 888 catalyst types from USPTO. The task is: Predict which catalyst facilitates the given reaction. (1) Reactant: [C:1]1(P([C:1]2[CH:6]=CC=[CH:3][CH:2]=2)[C:1]2[CH:6]=CC=[CH:3][CH:2]=2)[CH:6]=CC=[CH:3][CH:2]=1.C[C@H](O)CC.[Br:25][C:26]1[C:34]2[C:29](=[CH:30][C:31]([N+:35]([O-:37])=[O:36])=[CH:32][CH:33]=2)[NH:28][CH:27]=1.N(C(OC(C)C)=O)=NC(OC(C)C)=O. The catalyst class is: 4. Product: [Br:25][C:26]1[C:34]2[C:29](=[CH:30][C:31]([N+:35]([O-:37])=[O:36])=[CH:32][CH:33]=2)[N:28]([C@@H:1]([CH2:2][CH3:3])[CH3:6])[CH:27]=1. (2) Reactant: [OH:1][C:2]1[CH:3]=[C:4]([CH2:8][NH:9][C:10](=[O:18])[C:11]2[CH:16]=[CH:15][CH:14]=[N:13][C:12]=2[NH2:17])[CH:5]=[CH:6][CH:7]=1.[CH2:19]([O:21][CH2:22][CH2:23][CH2:24][CH3:25])[CH3:20].CC1C=CC(S(O)(=O)=O)=CC=1.C(=O)([O-])[O-].[Cs+].[Cs+].CN(C=O)C. Product: [CH2:19]([O:21][CH2:22][CH2:23][CH2:24][CH2:25][O:1][C:2]1[CH:3]=[C:4]([CH2:8][NH:9][C:10](=[O:18])[C:11]2[CH:16]=[CH:15][CH:14]=[N:13][C:12]=2[NH2:17])[CH:5]=[CH:6][CH:7]=1)[CH3:20]. The catalyst class is: 6. (3) Reactant: [S:1]1[CH2:5][CH2:4][N:3]=[C:2]1[NH:6][C:7]([C:9]1[CH:10]=[C:11](B(O)O)[CH:12]=[CH:13][CH:14]=1)=[O:8].I[C:19]1[C:27]2[C:22](=[N:23][CH:24]=[N:25][C:26]=2[NH2:28])[N:21]([CH:29]([CH3:31])[CH3:30])[N:20]=1.C([O-])([O-])=O.[Na+].[Na+]. Product: [NH2:28][C:26]1[N:25]=[CH:24][N:23]=[C:22]2[N:21]([CH:29]([CH3:31])[CH3:30])[N:20]=[C:19]([C:11]3[CH:10]=[C:9]([CH:14]=[CH:13][CH:12]=3)[C:7]([NH:6][C:2]3[S:1][CH2:5][CH2:4][N:3]=3)=[O:8])[C:27]=12. The catalyst class is: 414. (4) Reactant: [CH3:1][C:2]1[C:3]([C:9]2[CH:27]=[CH:26][C:12]3[N:13]=[C:14]([C:16]4[CH:25]=[CH:24][C:19]([C:20]([O:22]C)=[O:21])=[CH:18][CH:17]=4)[O:15][C:11]=3[CH:10]=2)=[N:4][NH:5][C:6](=[O:8])[CH:7]=1.[OH-].[Na+].C(O)(=O)CC(CC(O)=O)(C(O)=O)O. Product: [CH3:1][C:2]1[C:3]([C:9]2[CH:27]=[CH:26][C:12]3[N:13]=[C:14]([C:16]4[CH:25]=[CH:24][C:19]([C:20]([OH:22])=[O:21])=[CH:18][CH:17]=4)[O:15][C:11]=3[CH:10]=2)=[N:4][NH:5][C:6](=[O:8])[CH:7]=1. The catalyst class is: 16. (5) Reactant: C([NH:8][C:9]1[CH:10]=[C:11]2[C:17]([C:18]3[CH:19]=[C:20]([NH:24][C@H:25]([C:29]([NH:31][CH2:32][C:33]([F:36])([F:35])[F:34])=[O:30])[CH:26]([CH3:28])[CH3:27])[CH:21]=[N:22][CH:23]=3)=[CH:16][N:15]([CH2:37][O:38][CH2:39][CH2:40][Si:41]([CH3:44])([CH3:43])[CH3:42])[C:12]2=[N:13][CH:14]=1)C1C=CC=CC=1. Product: [NH2:8][C:9]1[CH:10]=[C:11]2[C:17]([C:18]3[CH:19]=[C:20]([NH:24][C@H:25]([C:29]([NH:31][CH2:32][C:33]([F:36])([F:35])[F:34])=[O:30])[CH:26]([CH3:28])[CH3:27])[CH:21]=[N:22][CH:23]=3)=[CH:16][N:15]([CH2:37][O:38][CH2:39][CH2:40][Si:41]([CH3:44])([CH3:43])[CH3:42])[C:12]2=[N:13][CH:14]=1. The catalyst class is: 105.